Task: Predict the reactants needed to synthesize the given product.. Dataset: Full USPTO retrosynthesis dataset with 1.9M reactions from patents (1976-2016) Given the product [C:4]1([N:19]2[CH2:20][CH2:21][O:22][CH2:23][CH2:24]2)[CH:5]=[CH:11][CH:10]=[CH:31][CH:30]=1.[O:40]1[C:6]2[C:5](=[CH:11][CH:10]=[CH:26][CH:8]=2)[CH:4]=[CH:39][CH2:38]1, predict the reactants needed to synthesize it. The reactants are: ClC1N=[C:4]([N:19]2[CH2:24][CH2:23][O:22][CH2:21][C@@H:20]2C)[C:5]2[CH2:11][CH2:10]N(C(OC(C)(C)C)=O)[CH2:8][C:6]=2N=1.[CH3:26]S(C)=O.[CH2:30](N(CC)CC)[CH3:31].N[CH:38]([OH:40])[CH3:39].